Dataset: Forward reaction prediction with 1.9M reactions from USPTO patents (1976-2016). Task: Predict the product of the given reaction. Given the reactants [Cl:1][C:2]1[CH:7]=[CH:6][CH:5]=[CH:4][C:3]=1[CH:8]1[CH2:13][CH:12]([NH:14][C:15](=O)[C:16]2[CH:21]=[CH:20][CH:19]=[CH:18][N:17]=2)[C:11](=[O:23])[CH2:10][CH2:9]1.C([N+](CC)(CC)S(NC(=O)OC)(=O)=O)C, predict the reaction product. The product is: [Cl:1][C:2]1[CH:7]=[CH:6][CH:5]=[CH:4][C:3]=1[CH:8]1[CH2:13][C:12]2[N:14]=[C:15]([C:16]3[CH:21]=[CH:20][CH:19]=[CH:18][N:17]=3)[O:23][C:11]=2[CH2:10][CH2:9]1.